From a dataset of Catalyst prediction with 721,799 reactions and 888 catalyst types from USPTO. Predict which catalyst facilitates the given reaction. (1) Reactant: [CH3:1][C:2]1[NH:3][C:4]2[C:9]([C:10]=1[CH3:11])=[CH:8][C:7]([N:12]=[CH:13][N:14]([CH2:16][CH3:17])[CH3:15])=[CH:6][CH:5]=2.CC([O-])(C)C.[K+].C1OCCOCCOCCOCCOCCOC1.[Cl:42][C:43]1[CH:50]=[CH:49][CH:48]=[C:47]([F:51])[C:44]=1[CH2:45]Cl. Product: [Cl:42][C:43]1[CH:50]=[CH:49][CH:48]=[C:47]([F:51])[C:44]=1[CH2:45][N:3]1[C:4]2[C:9](=[CH:8][C:7]([N:12]=[CH:13][N:14]([CH2:16][CH3:17])[CH3:15])=[CH:6][CH:5]=2)[C:10]([CH3:11])=[C:2]1[CH3:1]. The catalyst class is: 58. (2) Reactant: [OH:1][C@H:2]([CH:18]([CH3:20])[CH3:19])[C:3]([NH:5][C@H:6]([C:8]1[CH:17]=[CH:16][C:11]([C:12]([O:14][CH3:15])=[O:13])=[CH:10][CH:9]=1)[CH3:7])=[O:4].CS(O[CH2:26][CH2:27][O:28][C:29]1[CH:34]=[CH:33][CH:32]=[CH:31][CH:30]=1)(=O)=O.[H-].[Na+]. Product: [CH3:19][CH:18]([CH3:20])[C@@H:2]([O:1][CH2:26][CH2:27][O:28][C:29]1[CH:34]=[CH:33][CH:32]=[CH:31][CH:30]=1)[C:3]([NH:5][C@H:6]([C:8]1[CH:17]=[CH:16][C:11]([C:12]([O:14][CH3:15])=[O:13])=[CH:10][CH:9]=1)[CH3:7])=[O:4]. The catalyst class is: 1. (3) Reactant: C[O:2][C:3]([CH:5]1[CH2:12][CH:11]2[N:13]([C@H:14]([C:16]3[CH:25]=[CH:24][C:23]4[C:18](=[CH:19][CH:20]=[C:21]([O:30][C@H:31]5[CH2:36][CH2:35][C@@H:34]([C:37]([F:40])([F:39])[F:38])[CH2:33][CH2:32]5)[C:22]=4[C:26]([F:29])([F:28])[F:27])[CH:17]=3)[CH3:15])[CH:7]([CH2:8][CH2:9][CH2:10]2)[CH2:6]1)=[O:4].[OH-].[Na+].Cl. Product: [F:29][C:26]([F:27])([F:28])[C:22]1[C:21]([O:30][C@H:31]2[CH2:32][CH2:33][C@@H:34]([C:37]([F:39])([F:40])[F:38])[CH2:35][CH2:36]2)=[CH:20][CH:19]=[C:18]2[C:23]=1[CH:24]=[CH:25][C:16]([C@@H:14]([N:13]1[CH:11]3[CH2:10][CH2:9][CH2:8][CH:7]1[CH2:6][CH:5]([C:3]([OH:4])=[O:2])[CH2:12]3)[CH3:15])=[CH:17]2. The catalyst class is: 83. (4) Reactant: N#N.[Mg].Br[C:5]1[CH:10]=[CH:9][C:8]([C:11]#[C:12][C:13]2[CH:18]=[CH:17][C:16]([Cl:19])=[CH:15][CH:14]=2)=[CH:7][CH:6]=1.II.[CH:22](N1CCCCC1)=[O:23]. Product: [Cl:19][C:16]1[CH:17]=[CH:18][C:13]([C:12]#[C:11][C:8]2[CH:9]=[CH:10][C:5]([CH:22]=[O:23])=[CH:6][CH:7]=2)=[CH:14][CH:15]=1. The catalyst class is: 1. (5) Reactant: [NH2:1][C:2]1[CH:7]=[CH:6][CH:5]=[CH:4][C:3]=1[SH:8].[C:9](O)(=O)[CH2:10][C:11](O)=O. Product: [CH2:10]([C:11]1[S:8][C:3]2[CH:4]=[CH:5][CH:6]=[CH:7][C:2]=2[N:1]=1)[C:9]1[S:8][C:3]2[CH:4]=[CH:5][CH:6]=[CH:7][C:2]=2[N:1]=1. The catalyst class is: 6. (6) Reactant: [CH:1]1([N:6]2[CH2:12][CH2:11][C:10]3[CH:13]=[CH:14][C:15]([N:17]4[CH2:22][CH2:21][NH:20][CH2:19][CH2:18]4)=[CH:16][C:9]=3[CH2:8][CH2:7]2)[CH2:5][CH2:4][CH2:3][CH2:2]1.[Cl:23][C:24]1[CH:25]=[C:26]([S:31](Cl)(=[O:33])=[O:32])[CH:27]=[CH:28][C:29]=1[Cl:30].CN1CCOCC1.[N-]=C=O. Product: [CH:1]1([N:6]2[CH2:12][CH2:11][C:10]3[CH:13]=[CH:14][C:15]([N:17]4[CH2:18][CH2:19][N:20]([S:31]([C:26]5[CH:27]=[CH:28][C:29]([Cl:30])=[C:24]([Cl:23])[CH:25]=5)(=[O:33])=[O:32])[CH2:21][CH2:22]4)=[CH:16][C:9]=3[CH2:8][CH2:7]2)[CH2:5][CH2:4][CH2:3][CH2:2]1. The catalyst class is: 4. (7) Reactant: [C:1]([O:5][C:6]([N:8]1[CH2:15][CH:14]2[CH:10]([CH2:11][CH2:12][CH2:13]2)[CH:9]1[C:16]([OH:18])=[O:17])=[O:7])([CH3:4])([CH3:3])[CH3:2].[CH3:19][C@@H:20]([NH2:27])[C:21]1[CH:26]=[CH:25][CH:24]=[CH:23][CH:22]=1. Product: [C:1]([O:5][C:6]([N:8]1[CH2:15][C@@H:14]2[CH2:13][CH2:12][CH2:11][C@@H:10]2[C@H:9]1[C:16]([O-:18])=[O:17])=[O:7])([CH3:4])([CH3:2])[CH3:3].[C:21]1([C@H:20]([NH3+:27])[CH3:19])[CH:26]=[CH:25][CH:24]=[CH:23][CH:22]=1. The catalyst class is: 13.